Dataset: Full USPTO retrosynthesis dataset with 1.9M reactions from patents (1976-2016). Task: Predict the reactants needed to synthesize the given product. (1) Given the product [Br:11][C:12]1[S:16][C:15]2=[N:17][C:18]([C:20]([NH:10][CH2:9][C:4]3[CH:5]=[CH:6][C:7]([F:8])=[C:2]([Cl:1])[CH:3]=3)=[O:21])=[CH:19][N:14]2[CH:13]=1, predict the reactants needed to synthesize it. The reactants are: [Cl:1][C:2]1[CH:3]=[C:4]([CH2:9][NH2:10])[CH:5]=[CH:6][C:7]=1[F:8].[Br:11][C:12]1[S:16][C:15]2=[N:17][C:18]([C:20](O)=[O:21])=[CH:19][N:14]2[CH:13]=1. (2) The reactants are: [Cl:1][C:2]1[CH:19]=[CH:18][C:5]2[N:6]([CH:11]3[CH2:15][CH2:14][S:13](=[O:17])(=[O:16])[CH2:12]3)[C:7]([CH2:9]Cl)=[N:8][C:4]=2[CH:3]=1.C(S([N:25]1[C:33]2[C:28](=[CH:29][CH:30]=[CH:31][CH:32]=2)[CH:27]=[N:26]1)(=O)=O)C.[CH3:34][S:35](C1C2C(=CN=CC=2)NN=1)(=[O:37])=[O:36]. Given the product [Cl:1][C:2]1[CH:19]=[CH:18][C:5]2[N:6]([CH:11]3[CH2:15][CH2:14][S:13](=[O:17])(=[O:16])[CH2:12]3)[C:7]([CH2:9][N:25]3[C:33]4[C:28](=[CH:29][CH:30]=[CH:31][CH:32]=4)[C:27]([S:35]([CH3:34])(=[O:37])=[O:36])=[N:26]3)=[N:8][C:4]=2[CH:3]=1, predict the reactants needed to synthesize it. (3) Given the product [CH2:7]([O:14][C:15]([NH:17][CH:18]([CH3:23])[CH2:19][S:20]([Br:24])(=[O:22])=[O:21])=[O:16])[C:8]1[CH:9]=[CH:10][CH:11]=[CH:12][CH:13]=1, predict the reactants needed to synthesize it. The reactants are: C(=O)([O-])[O-].[K+].[K+].[CH2:7]([O:14][C:15]([NH:17][CH:18]([CH3:23])[CH2:19][S:20]([OH:22])=[O:21])=[O:16])[C:8]1[CH:13]=[CH:12][CH:11]=[CH:10][CH:9]=1.[Br:24]Br. (4) Given the product [CH3:17][C:14]([CH3:15])([CH3:16])[CH:13]([C:18]([F:19])([F:20])[F:21])[CH2:12][CH2:11][CH:30]([S:27]([CH2:26][CH2:25][C:24]([F:35])([F:36])[F:23])(=[O:29])=[O:28])[C:31]([O:33][CH3:34])=[O:32], predict the reactants needed to synthesize it. The reactants are: C1(C)C=CC(S(O[CH2:11][CH2:12][CH:13]([C:18]([F:21])([F:20])[F:19])[C:14]([CH3:17])([CH3:16])[CH3:15])(=O)=O)=CC=1.[F:23][C:24]([F:36])([F:35])[CH2:25][CH2:26][S:27]([CH2:30][C:31]([O:33][CH3:34])=[O:32])(=[O:29])=[O:28].C(=O)([O-])[O-].[K+].[K+].Cl. (5) Given the product [Cl:52][C:50]1[CH:49]=[CH:48][C:47]([F:53])=[C:46]([C:43]2[CH:44]=[CH:45][C:40]([CH2:39][C@@H:38]([NH:54][C:55]([C:57]3[NH:58][N:59]=[N:60][CH:61]=3)=[O:56])[CH2:37][C@@H:33]([NH:32][C:5](=[O:7])[CH2:4][N:2]([CH3:3])[CH3:1])[C:34]([OH:36])=[O:35])=[CH:41][CH:42]=2)[CH:51]=1, predict the reactants needed to synthesize it. The reactants are: [CH3:1][N:2]([CH2:4][C:5]([OH:7])=O)[CH3:3].CN(C(ON1N=NC2C=CC=NC1=2)=[N+](C)C)C.F[P-](F)(F)(F)(F)F.[NH2:32][C@H:33]([CH2:37][C@H:38]([NH:54][C:55]([C:57]1[NH:58][N:59]=[N:60][CH:61]=1)=[O:56])[CH2:39][C:40]1[CH:45]=[CH:44][C:43]([C:46]2[CH:51]=[C:50]([Cl:52])[CH:49]=[CH:48][C:47]=2[F:53])=[CH:42][CH:41]=1)[C:34]([OH:36])=[O:35].CCN(C(C)C)C(C)C. (6) Given the product [F:15][C:12]1[C:10]([NH2:11])=[C:9]([CH3:16])[C:8]([B:17]2[O:21][C:20]([CH3:23])([CH3:22])[C:19]([CH3:25])([CH3:24])[O:18]2)=[CH:14][CH:13]=1, predict the reactants needed to synthesize it. The reactants are: O1CCOCC1.Br[C:8]1[C:9]([CH3:16])=[C:10]([C:12]([F:15])=[CH:13][CH:14]=1)[NH2:11].[B:17]1([B:17]2[O:21][C:20]([CH3:23])([CH3:22])[C:19]([CH3:25])([CH3:24])[O:18]2)[O:21][C:20]([CH3:23])([CH3:22])[C:19]([CH3:25])([CH3:24])[O:18]1.C([O-])(=O)C.[K+]. (7) Given the product [CH:29]1([O:28][C:14]2[CH:15]=[CH:16][C:17]([N:19]3[C:23]([C:24]([F:25])([F:27])[F:26])=[N:22][N:21]=[N:20]3)=[CH:18][C:13]=2[CH2:12][OH:11])[CH2:30][CH2:31]1, predict the reactants needed to synthesize it. The reactants are: [OH-].[Li+].C([O:11][CH2:12][C:13]1[CH:18]=[C:17]([N:19]2[C:23]([C:24]([F:27])([F:26])[F:25])=[N:22][N:21]=[N:20]2)[CH:16]=[CH:15][C:14]=1[O:28][CH:29]1[CH2:31][CH2:30]1)(=O)C1C=CC=CC=1.C(=O)([O-])O.[Na+].